This data is from Forward reaction prediction with 1.9M reactions from USPTO patents (1976-2016). The task is: Predict the product of the given reaction. (1) The product is: [O:1]1[C:5]2[CH:6]=[CH:7][C:8]([CH2:10][CH2:11][NH:12][C:29]([C:28]3[CH:27]=[CH:26][C:25]([O:24][C:23]4[CH:22]=[C:21]5[C:16]([CH:17]([C:34]([O:36][CH2:37][CH3:38])=[O:35])[CH2:18][CH2:19][O:20]5)=[CH:15][C:14]=4[Cl:13])=[CH:33][CH:32]=3)=[O:30])=[CH:9][C:4]=2[O:3][CH2:2]1. Given the reactants [O:1]1[C:5]2[CH:6]=[CH:7][C:8]([CH2:10][CH2:11][NH2:12])=[CH:9][C:4]=2[O:3][CH2:2]1.[Cl:13][C:14]1[CH:15]=[C:16]2[C:21](=[CH:22][C:23]=1[O:24][C:25]1[CH:33]=[CH:32][C:28]([C:29](O)=[O:30])=[CH:27][CH:26]=1)[O:20][CH2:19][CH2:18][CH:17]2[C:34]([O:36][CH2:37][CH3:38])=[O:35].Cl.CN(C)CCCN=C=NCC.ON1C2N=CC=CC=2N=N1, predict the reaction product. (2) Given the reactants [Si:1]([O:8][CH:9]([C:22]1[O:23][CH:24]=[CH:25][N:26]=1)[CH2:10][CH2:11][CH2:12][CH2:13][CH2:14][CH2:15][C:16]1[CH:21]=[CH:20][CH:19]=[CH:18][CH:17]=1)([C:4]([CH3:7])([CH3:6])[CH3:5])([CH3:3])[CH3:2].[Li]C(C)(C)C.C1C=CC(S(N(S(C2C=CC=CC=2)(=O)=O)[F:42])(=O)=O)=CC=1, predict the reaction product. The product is: [Si:1]([O:8][CH:9]([C:22]1[O:23][C:24]([F:42])=[CH:25][N:26]=1)[CH2:10][CH2:11][CH2:12][CH2:13][CH2:14][CH2:15][C:16]1[CH:21]=[CH:20][CH:19]=[CH:18][CH:17]=1)([C:4]([CH3:7])([CH3:5])[CH3:6])([CH3:2])[CH3:3]. (3) Given the reactants [CH3:1][N:2]1[CH2:7][CH2:6][N:5]([C:8]([O:10][C@@H:11]2[N:20]([C:21]3[CH:22]=[CH:23][C:24]([Cl:27])=[CH:25][N:26]=3)[C:18](=[O:19])[C:13]3[N:14]=[CH:15][CH:16]=[N:17][C:12]2=3)=[O:9])[CH2:4][CH2:3]1.[C:28]1([S:34]([OH:37])(=[O:36])=[O:35])[CH:33]=[CH:32][CH:31]=[CH:30][CH:29]=1.CN1CCN(C(OC2N(C3C=CC(Cl)=CN=3)C(=O)C3N=CC=NC2=3)=O)CC1, predict the reaction product. The product is: [CH3:1][N:2]1[CH2:7][CH2:6][N:5]([C:8]([O:10][C@@H:11]2[N:20]([C:21]3[CH:22]=[CH:23][C:24]([Cl:27])=[CH:25][N:26]=3)[C:18](=[O:19])[C:13]3[N:14]=[CH:15][CH:16]=[N:17][C:12]2=3)=[O:9])[CH2:4][CH2:3]1.[S:34]([C:28]1[CH:33]=[CH:32][CH:31]=[CH:30][CH:29]=1)([O-:37])(=[O:36])=[O:35]. (4) Given the reactants Cl[C:2]1[CH:7]=[C:6]([C:8]2([F:12])[CH2:11][O:10][CH2:9]2)[CH:5]=[CH:4][N:3]=1.C([O-])([O-])=O.[Cs+].[Cs+].[CH3:19][C:20]1([CH3:36])[C:24]([CH3:26])([CH3:25])[O:23][B:22]([C:27]2[CH:35]=[CH:34][C:30]([C:31]([NH2:33])=[O:32])=[CH:29][CH:28]=2)[O:21]1.C1(P(C2C=CC=CC=2)C2C3OC4C(=CC=CC=4P(C4C=CC=CC=4)C4C=CC=CC=4)C(C)(C)C=3C=CC=2)C=CC=CC=1, predict the reaction product. The product is: [F:12][C:8]1([C:6]2[CH:5]=[CH:4][N:3]=[C:2]([NH:33][C:31](=[O:32])[C:30]3[CH:29]=[CH:28][C:27]([B:22]4[O:21][C:20]([CH3:19])([CH3:36])[C:24]([CH3:26])([CH3:25])[O:23]4)=[CH:35][CH:34]=3)[CH:7]=2)[CH2:11][O:10][CH2:9]1. (5) The product is: [CH2:8]([O:7][C:3]([CH:25]1[CH2:24][CH2:23][C:22]2[C:27](=[CH:28][CH:29]=[C:20]([O:19][CH3:18])[CH:21]=2)[C:26]1=[O:30])=[O:10])[CH3:9]. Given the reactants [H-].[Na+].[C:3](=[O:10])([O:7][CH2:8][CH3:9])OCC.[H-].[Na+].C1COCC1.[CH3:18][O:19][C:20]1[CH:21]=[C:22]2[C:27](=[CH:28][CH:29]=1)[C:26](=[O:30])[CH2:25][CH2:24][CH2:23]2, predict the reaction product.